This data is from Reaction yield outcomes from USPTO patents with 853,638 reactions. The task is: Predict the reaction yield, written as a fraction of the theoretical maximum amount of product (1.0 means a 100% yield; for example, 0.34 means a 34% yield). The reactants are Br[C:2]1[CH:10]=[C:9]2[C:5]([C:6]3[CH2:15][CH2:14][N:13]([CH3:16])[CH2:12][C:7]=3[N:8]2[CH3:11])=[CH:4][CH:3]=1.[CH2:17]([O:24][C:25]1[CH:30]=[CH:29][NH:28][C:27](=[O:31])[CH:26]=1)[C:18]1[CH:23]=[CH:22][CH:21]=[CH:20][CH:19]=1.OC1C=CC=C2C=1N=CC=C2.C([O-])([O-])=O.[K+].[K+].[ClH:49].CCOCC. The catalyst is CS(C)=O.C(Cl)Cl.[Cu]I. The product is [ClH:49].[CH2:17]([O:24][C:25]1[CH:30]=[CH:29][N:28]([C:2]2[CH:10]=[C:9]3[C:5]([C:6]4[CH2:15][CH2:14][N:13]([CH3:16])[CH2:12][C:7]=4[N:8]3[CH3:11])=[CH:4][CH:3]=2)[C:27](=[O:31])[CH:26]=1)[C:18]1[CH:19]=[CH:20][CH:21]=[CH:22][CH:23]=1. The yield is 0.330.